From a dataset of Forward reaction prediction with 1.9M reactions from USPTO patents (1976-2016). Predict the product of the given reaction. (1) Given the reactants Br[C:2]1[CH:3]=[C:4]2[C:9]([NH:10][C@@H:11]3[CH2:15][CH2:14][C@:13]([OH:17])([CH3:16])[C:12]3([CH3:19])[CH3:18])=[C:8]([C:20]([NH2:22])=[O:21])[CH:7]=[N:6][N:5]2[CH:23]=1.C1(C2C3C(=CC=CC=3)C=CC=2)C2C(=CC=CC=2)C=CC=1P(C(C)(C)C)C(C)(C)C.C[C:54]([N:56](C)C)=O, predict the reaction product. The product is: [C:54]([C:2]1[CH:3]=[C:4]2[C:9]([NH:10][C@@H:11]3[CH2:15][CH2:14][C@:13]([OH:17])([CH3:16])[C:12]3([CH3:19])[CH3:18])=[C:8]([C:20]([NH2:22])=[O:21])[CH:7]=[N:6][N:5]2[CH:23]=1)#[N:56]. (2) Given the reactants CC([Si](C)(C)[O:6][CH2:7][CH2:8][N:9]([CH2:21][C:22]1[CH:27]=[CH:26][CH:25]=[CH:24][CH:23]=1)[S:10]([C:13]1[CH:18]=[CH:17][C:16](F)=[CH:15][C:14]=1F)(=[O:12])=[O:11])(C)C.[OH:30][C:31]1[CH:32]=[C:33]([CH:43]=[C:44]([O:46][C@@H:47]([CH3:60])[CH2:48][O:49][Si](C(C)C)(C(C)C)C(C)C)[CH:45]=1)[C:34]([NH:36][C:37]1[CH:41]=[CH:40][N:39]([CH3:42])[N:38]=1)=[O:35].C(=O)([O-])[O-].[K+].[K+].O, predict the reaction product. The product is: [O:12]=[S:10]1(=[O:11])[C:13]2[CH:14]=[CH:15][C:16]([O:30][C:31]3[CH:32]=[C:33]([CH:43]=[C:44]([O:46][C@@H:47]([CH3:60])[CH2:48][OH:49])[CH:45]=3)[C:34]([NH:36][C:37]3[CH:41]=[CH:40][N:39]([CH3:42])[N:38]=3)=[O:35])=[CH:17][C:18]=2[O:6][CH2:7][CH2:8][N:9]1[CH2:21][C:22]1[CH:23]=[CH:24][CH:25]=[CH:26][CH:27]=1. (3) The product is: [CH2:6]([N:20]1[CH2:21][CH2:22][N:17]([C:11]2[CH:16]=[CH:15][CH:14]=[CH:13][CH:12]=2)[CH2:18][CH2:19]1)[CH2:7][CH2:8][C:9]#[CH:10]. Given the reactants CS(O[CH2:6][CH2:7][CH2:8][C:9]#[CH:10])(=O)=O.[C:11]1([N:17]2[CH2:22][CH2:21][NH:20][CH2:19][CH2:18]2)[CH:16]=[CH:15][CH:14]=[CH:13][CH:12]=1.C(N(C(C)C)CC)(C)C, predict the reaction product. (4) Given the reactants [CH2:1]([CH:3]1[C:8]([C:9]2[CH:24]=[CH:23][C:12]3[N:13]=[C:14]([C:16]4[CH:21]=[CH:20][C:19]([OH:22])=[CH:18][CH:17]=4)[O:15][C:11]=3[CH:10]=2)=[N:7][NH:6][C:5](=[O:25])[CH2:4]1)[CH3:2].Cl[CH2:27][CH:28]([N:30]1[CH2:34][CH2:33][CH2:32][CH2:31]1)[CH3:29].Cl.C(=O)([O-])[O-].[K+].[K+], predict the reaction product. The product is: [CH2:1]([CH:3]1[C:8]([C:9]2[CH:24]=[CH:23][C:12]3[N:13]=[C:14]([C:16]4[CH:21]=[CH:20][C:19]([O:22][CH2:27][CH:28]([N:30]5[CH2:34][CH2:33][CH2:32][CH2:31]5)[CH3:29])=[CH:18][CH:17]=4)[O:15][C:11]=3[CH:10]=2)=[N:7][NH:6][C:5](=[O:25])[CH2:4]1)[CH3:2]. (5) Given the reactants [CH2:1]([C@:3]1([OH:22])[C:15]2[CH:14]=[C:13]3[N:9]([CH2:10][CH2:11][C:12]43OCC[O:16]4)[C:8](=[O:20])[C:7]=2[CH2:6][O:5][C:4]1=[O:21])[CH3:2].FC(F)(F)C(O)=O, predict the reaction product. The product is: [CH2:1]([C@:3]1([OH:22])[C:15]2[CH:14]=[C:13]3[N:9]([CH2:10][CH2:11][C:12]3=[O:16])[C:8](=[O:20])[C:7]=2[CH2:6][O:5][C:4]1=[O:21])[CH3:2].